This data is from Full USPTO retrosynthesis dataset with 1.9M reactions from patents (1976-2016). The task is: Predict the reactants needed to synthesize the given product. (1) Given the product [C:1]([O:4][CH2:5][C@H:6]([N:8]1[CH:17]=[CH:16][C:15]2[C:10](=[CH:11][CH:12]=[C:13]([Cl:19])[C:14]=2[C:44](=[O:43])[NH:30][CH2:29][CH:26]2[CH2:27][CH2:28][C:23]([F:31])([F:22])[CH2:24][CH2:25]2)[C:9]1=[O:20])[CH3:7])(=[O:3])[CH3:2], predict the reactants needed to synthesize it. The reactants are: [C:1]([O:4][CH2:5][C@H:6]([N:8]1[CH:17]=[CH:16][C:15]2[C:10](=[CH:11][CH:12]=[C:13]([Cl:19])[C:14]=2I)[C:9]1=[O:20])[CH3:7])(=[O:3])[CH3:2].Cl.[F:22][C:23]1([F:31])[CH2:28][CH2:27][CH:26]([CH2:29][NH2:30])[CH2:25][CH2:24]1.N12CCCN=C1CCCCC2.[O:43]1CCOC[CH2:44]1. (2) Given the product [CH2:1]([N:3]1[CH2:8][CH2:7][N:6]([CH:9]2[CH2:14][CH2:13][NH:12][CH2:11][CH2:10]2)[CH2:5][CH2:4]1)[CH3:2], predict the reactants needed to synthesize it. The reactants are: [CH2:1]([N:3]1[CH2:8][CH2:7][N:6]([CH:9]2[CH2:14][CH2:13][N:12](C(OC(C)(C)C)=O)[CH2:11][CH2:10]2)[CH2:5][CH2:4]1)[CH3:2].CO.ClCCl.Cl. (3) Given the product [CH2:11]([N:5]1[C:6]2[C:32](=[CH:27][CH:28]=[CH:29][CH:2]=2)[CH:33]=[C:34]([CH3:25])[CH2:4]1)[CH2:12][CH2:13][CH2:14][CH2:15][CH2:16][CH2:17][CH2:18][CH2:19][CH2:20][CH3:21].[Br-:10].[Cl:1][C:2]1[NH:3][CH:4]=[NH+:5][C:6]=1[Cl:7], predict the reactants needed to synthesize it. The reactants are: [Cl:1][C:2]1[N:3]=[CH:4][NH:5][C:6]=1[Cl:7].[OH-].[K+].[Br:10][CH2:11][CH2:12][CH2:13][CH2:14][CH2:15][CH2:16][CH2:17][CH2:18][CH2:19][CH2:20][CH3:21].Cl.ClC[C:25]1[CH:34]=[CH:33][C:32]2[C:27](=[CH:28][CH:29]=CC=2)N=1. (4) Given the product [Si:1]([O:8][CH2:9][C:10]1[C:15]([O:16][CH3:17])=[CH:14][CH:13]=[C:12]([C:18]2[O:21][N:20]=[C:23]([CH3:24])[CH:19]=2)[N:11]=1)([C:4]([CH3:7])([CH3:6])[CH3:5])([CH3:3])[CH3:2], predict the reactants needed to synthesize it. The reactants are: [Si:1]([O:8][CH2:9][C:10]1[C:15]([O:16][CH3:17])=[CH:14][CH:13]=[C:12]([C:18]#[CH:19])[N:11]=1)([C:4]([CH3:7])([CH3:6])[CH3:5])([CH3:3])[CH3:2].[N+:20]([CH2:23][CH3:24])([O-])=[O:21].C1(N=C=O)C=CC(N=C=O)=CC=1.C(N(CC)CC)C. (5) Given the product [N:8]12[CH2:15][CH:12]([CH2:11][CH2:10][CH2:9]1)[C:13](=[O:14])[CH2:6][CH2:7]2, predict the reactants needed to synthesize it. The reactants are: C(OC([C:6]1[CH2:7][N:8]2[CH2:15][CH:12]([C:13]=1[OH:14])[CH2:11][CH2:10][CH2:9]2)=O)C.Cl.[OH-].[K+]. (6) Given the product [CH2:16]([O:18][C:19](=[O:27])[CH:20]([C:21]1[CH:22]=[N:23][CH:24]=[CH:25][CH:26]=1)[CH2:36][C:32]1[C:33]([Cl:35])=[N:34][C:29]([Cl:28])=[N:30][CH:31]=1)[CH3:17], predict the reactants needed to synthesize it. The reactants are: C(NC1CCCCC1)(C)C.C([Li])CCC.[CH2:16]([O:18][C:19](=[O:27])[CH2:20][C:21]1[CH:22]=[N:23][CH:24]=[CH:25][CH:26]=1)[CH3:17].[Cl:28][C:29]1[N:34]=[C:33]([Cl:35])[C:32]([CH2:36]I)=[CH:31][N:30]=1. (7) Given the product [CH2:4]([C:9]1([NH:8][O:7][CH3:6])[C:18]2[C:13](=[CH:14][CH:15]=[CH:16][CH:17]=2)[C:12](=[O:19])[CH:11]=[C:10]1[OH:20])[CH:3]=[CH2:2], predict the reactants needed to synthesize it. The reactants are: [In].[CH2:2](Br)[CH:3]=[CH2:4].[CH3:6][O:7][N:8]=[C:9]1[C:18]2[C:13](=[CH:14][CH:15]=[CH:16][CH:17]=2)[C:12](=[O:19])[CH:11]=[C:10]1[OH:20]. (8) Given the product [CH2:16]([O:18][C:19]([C:21]1[NH:22][C:23]2[C:28]([CH:29]=1)=[CH:27][C:26]([NH:30][C:13]([C:11]1[O:12][C:8]([C:4]3[CH:5]=[CH:6][CH:7]=[C:2]([Cl:1])[CH:3]=3)=[CH:9][CH:10]=1)=[O:15])=[CH:25][CH:24]=2)=[O:20])[CH3:17], predict the reactants needed to synthesize it. The reactants are: [Cl:1][C:2]1[CH:3]=[C:4]([C:8]2[O:12][C:11]([C:13]([OH:15])=O)=[CH:10][CH:9]=2)[CH:5]=[CH:6][CH:7]=1.[CH2:16]([O:18][C:19]([C:21]1[NH:22][C:23]2[C:28]([CH:29]=1)=[CH:27][C:26]([NH2:30])=[CH:25][CH:24]=2)=[O:20])[CH3:17]. (9) Given the product [C:21]([C:18]1[CH:17]=[CH:16][C:3]([NH:4][C:5]2[C:6]([C:13]([NH2:15])=[O:14])=[CH:7][N:8]([CH3:12])[C:9](=[O:11])[CH:10]=2)=[C:2]([F:1])[CH:19]=1)#[N:22], predict the reactants needed to synthesize it. The reactants are: [F:1][C:2]1[CH:19]=[C:18](I)[CH:17]=[CH:16][C:3]=1[NH:4][C:5]1[C:6]([C:13]([NH2:15])=[O:14])=[CH:7][N:8]([CH3:12])[C:9](=[O:11])[CH:10]=1.[C-:21]#[N:22].[K+].